Dataset: Catalyst prediction with 721,799 reactions and 888 catalyst types from USPTO. Task: Predict which catalyst facilitates the given reaction. Reactant: [C:1]([N:4]([C:27]1[CH:32]=[CH:31][C:30]([Cl:33])=[CH:29][CH:28]=1)[C@H:5]1[C:14]2[C:9](=[CH:10][CH:11]=[CH:12][CH:13]=2)[N:8]([C:15]([C:17]2[S:21][C:20]([C:22]([O:24]C)=[O:23])=[CH:19][CH:18]=2)=[O:16])[C@@H:7]([CH3:26])[CH2:6]1)(=[O:3])[CH3:2].C(=O)([O-])[O-].[K+].[K+]. Product: [C:1]([N:4]([C:27]1[CH:32]=[CH:31][C:30]([Cl:33])=[CH:29][CH:28]=1)[C@H:5]1[C:14]2[C:9](=[CH:10][CH:11]=[CH:12][CH:13]=2)[N:8]([C:15]([C:17]2[S:21][C:20]([C:22]([OH:24])=[O:23])=[CH:19][CH:18]=2)=[O:16])[C@@H:7]([CH3:26])[CH2:6]1)(=[O:3])[CH3:2]. The catalyst class is: 24.